This data is from Peptide-MHC class II binding affinity with 134,281 pairs from IEDB. The task is: Regression. Given a peptide amino acid sequence and an MHC pseudo amino acid sequence, predict their binding affinity value. This is MHC class II binding data. (1) The peptide sequence is RQEKWMTGRMGERQL. The MHC is HLA-DQA10501-DQB10402 with pseudo-sequence HLA-DQA10501-DQB10402. The binding affinity (normalized) is 0. (2) The peptide sequence is GELQIVPKIDAAFKI. The MHC is DRB1_1501 with pseudo-sequence DRB1_1501. The binding affinity (normalized) is 0.532. (3) The peptide sequence is PAGVCPTIGVGGNFA. The MHC is DRB1_1001 with pseudo-sequence DRB1_1001. The binding affinity (normalized) is 0.708. (4) The peptide sequence is QPNLKALREKVLGLP. The MHC is DRB1_0802 with pseudo-sequence DRB1_0802. The binding affinity (normalized) is 0.469. (5) The binding affinity (normalized) is 0.615. The peptide sequence is IHGWFAVDFTAAELV. The MHC is HLA-DPA10301-DPB10402 with pseudo-sequence HLA-DPA10301-DPB10402. (6) The peptide sequence is VSAIVGAAASVFVCL. The MHC is DRB1_0301 with pseudo-sequence DRB1_0301. The binding affinity (normalized) is 0.0221.